From a dataset of Peptide-MHC class I binding affinity with 185,985 pairs from IEDB/IMGT. Regression. Given a peptide amino acid sequence and an MHC pseudo amino acid sequence, predict their binding affinity value. This is MHC class I binding data. The peptide sequence is LALTDVEKR. The MHC is HLA-A31:01 with pseudo-sequence HLA-A31:01. The binding affinity (normalized) is 0.323.